This data is from Forward reaction prediction with 1.9M reactions from USPTO patents (1976-2016). The task is: Predict the product of the given reaction. (1) Given the reactants [CH3:1][O:2][C:3]1[CH:12]=[C:11]2[C:6]([CH:7]=[C:8]([C:13]([OH:15])=O)[CH:9]=[N:10]2)=[CH:5][CH:4]=1.Cl.[CH3:17][NH:18][O:19][CH3:20].C(N(CC)CC)C.F[P-](F)(F)(F)(F)F.Br[P+](N1CCCC1)(N1CCCC1)N1CCCC1, predict the reaction product. The product is: [CH3:20][O:19][N:18]([CH3:17])[C:13]([C:8]1[CH:9]=[N:10][C:11]2[C:6]([CH:7]=1)=[CH:5][CH:4]=[C:3]([O:2][CH3:1])[CH:12]=2)=[O:15]. (2) Given the reactants Cl[C:2]1[N:7]=[C:6]([C:8]2[S:12][C:11]([CH:13]([CH3:15])[CH3:14])=[N:10][C:9]=2[C:16]2[CH:17]=[C:18]([NH:22][S:23]([C:26]3[C:31]([F:32])=[CH:30][CH:29]=[CH:28][C:27]=3[F:33])(=[O:25])=[O:24])[CH:19]=[CH:20][CH:21]=2)[CH:5]=[CH:4][N:3]=1.[NH2:34][CH2:35][CH2:36][S:37]([CH3:40])(=[O:39])=[O:38], predict the reaction product. The product is: [F:33][C:27]1[CH:28]=[CH:29][CH:30]=[C:31]([F:32])[C:26]=1[S:23]([NH:22][C:18]1[CH:19]=[CH:20][CH:21]=[C:16]([C:9]2[N:10]=[C:11]([CH:13]([CH3:15])[CH3:14])[S:12][C:8]=2[C:6]2[CH:5]=[CH:4][N:3]=[C:2]([NH:34][CH2:35][CH2:36][S:37]([CH3:40])(=[O:39])=[O:38])[N:7]=2)[CH:17]=1)(=[O:25])=[O:24]. (3) Given the reactants [CH2:1]([O:3][C:4]([C:6]1[CH:7]2[N:23]([CH3:24])[CH:11]([CH2:12][C:13]=1[C:14]1[O:18][N:17]=[C:16]([CH2:19][CH2:20][CH2:21][OH:22])[CH:15]=1)[CH2:10][N:9]([C:25]([O:27][C:28]([CH3:31])([CH3:30])[CH3:29])=[O:26])[CH2:8]2)=[O:5])[CH3:2].N1C=CN=C1.[CH3:37][C:38]([Si:41](Cl)([CH3:43])[CH3:42])([CH3:40])[CH3:39], predict the reaction product. The product is: [CH2:1]([O:3][C:4]([C:6]1[CH:7]2[N:23]([CH3:24])[CH:11]([CH2:12][C:13]=1[C:14]1[O:18][N:17]=[C:16]([CH2:19][CH2:20][CH2:21][O:22][Si:41]([C:38]([CH3:40])([CH3:39])[CH3:37])([CH3:43])[CH3:42])[CH:15]=1)[CH2:10][N:9]([C:25]([O:27][C:28]([CH3:30])([CH3:29])[CH3:31])=[O:26])[CH2:8]2)=[O:5])[CH3:2]. (4) Given the reactants [F:1][C:2]1[CH:7]=[CH:6][C:5]([NH:8][C:9]2[C:10]3[C:17]([CH3:18])=[C:16]([C:19](O)=[O:20])[S:15][C:11]=3[N:12]=[CH:13][N:14]=2)=[C:4]([O:22][C@H:23]2[CH2:28][CH2:27][CH2:26][C@H:25]([OH:29])[CH2:24]2)[CH:3]=1.[NH3:30], predict the reaction product. The product is: [F:1][C:2]1[CH:7]=[CH:6][C:5]([NH:8][C:9]2[C:10]3[C:17]([CH3:18])=[C:16]([C:19]([NH2:30])=[O:20])[S:15][C:11]=3[N:12]=[CH:13][N:14]=2)=[C:4]([O:22][C@H:23]2[CH2:28][CH2:27][CH2:26][C@H:25]([OH:29])[CH2:24]2)[CH:3]=1.